From a dataset of Forward reaction prediction with 1.9M reactions from USPTO patents (1976-2016). Predict the product of the given reaction. (1) Given the reactants C([O:3][C:4](=[O:41])[CH2:5][CH:6]([C@H:8]1[N:13]([C:14]([C:16]2[CH:20]=[C:19]([CH3:21])[N:18]([C:22]3[CH:27]=[CH:26][CH:25]=[CH:24][CH:23]=3)[C:17]=2[C:28]2[CH:33]=[CH:32][CH:31]=[CH:30][CH:29]=2)=[O:15])[CH2:12][CH2:11][N:10]([C:34]([O:36][C:37]([CH3:40])([CH3:39])[CH3:38])=[O:35])[CH2:9]1)[OH:7])C.[OH-].[Na+], predict the reaction product. The product is: [C:37]([O:36][C:34]([N:10]1[CH2:11][CH2:12][N:13]([C:14]([C:16]2[CH:20]=[C:19]([CH3:21])[N:18]([C:22]3[CH:23]=[CH:24][CH:25]=[CH:26][CH:27]=3)[C:17]=2[C:28]2[CH:29]=[CH:30][CH:31]=[CH:32][CH:33]=2)=[O:15])[C@H:8]([CH:6]([OH:7])[CH2:5][C:4]([OH:41])=[O:3])[CH2:9]1)=[O:35])([CH3:40])([CH3:38])[CH3:39]. (2) Given the reactants [Cl:1][C:2]1[CH:7]=[C:6]2[NH:8][C:9](=[O:29])[C:10]3([CH:15]([C:16]4[CH:21]=[CH:20][CH:19]=[C:18]([Cl:22])[CH:17]=4)[CH2:14][C:13](=[O:23])[NH:12][CH:11]3[C:24]([CH2:27][CH3:28])=[CH:25][CH3:26])[C:5]2=[CH:4][CH:3]=1.[CH3:30][O:31][CH:32]([Si:34]([CH3:37])([CH3:36])[CH3:35])[CH3:33].[C:38]([O:42][C:43](=[O:46])[CH2:44]Br)([CH3:41])([CH3:40])[CH3:39].C(=O)([O-])[O-].[Cs+].[Cs+], predict the reaction product. The product is: [C:38]([O:42][C:43]([CH2:44][N:12]1[C:13](=[O:23])[CH2:14][CH:15]([C:16]2[CH:21]=[CH:20][CH:19]=[C:18]([Cl:22])[CH:17]=2)[C:10]2([C:5]3[C:6](=[CH:7][C:2]([Cl:1])=[CH:3][CH:4]=3)[NH:8][C:9]2=[O:29])[CH:11]1[C:24]([CH2:27][CH3:28])=[CH:25][CH3:26])=[O:46])([CH3:41])([CH3:40])[CH3:39].[CH3:30][O:31][CH:32]([Si:34]([CH3:37])([CH3:36])[CH3:35])[CH3:33]. (3) Given the reactants CO[C:3]([C:5]1[C:6]([OH:30])=[C:7]2[C:12](=[C:13]([C:15]3[CH:16]=[N:17][CH:18]=[CH:19][CH:20]=3)[N:14]=1)[N:11]([CH2:21][C:22]1[CH:27]=[CH:26][CH:25]=[CH:24][CH:23]=1)[C:10](=[O:28])[C:9]([CH3:29])=[CH:8]2)=[O:4].[NH2:31][CH2:32][C:33]([OH:35])=[O:34].C[O-].[Na+], predict the reaction product. The product is: [CH2:21]([N:11]1[C:12]2[C:7](=[C:6]([OH:30])[C:5]([C:3]([NH:31][CH2:32][C:33]([OH:35])=[O:34])=[O:4])=[N:14][C:13]=2[C:15]2[CH:16]=[N:17][CH:18]=[CH:19][CH:20]=2)[CH:8]=[C:9]([CH3:29])[C:10]1=[O:28])[C:22]1[CH:23]=[CH:24][CH:25]=[CH:26][CH:27]=1. (4) Given the reactants [Cl:1][C:2]1[N:7]=[C:6]([Cl:8])[C:5]([CH:9]([NH:13][C:14]2[CH:19]=[CH:18][C:17]([O:20][CH3:21])=[CH:16][CH:15]=2)[CH:10]([CH3:12])[CH3:11])=[CH:4][N:3]=1.[C:22]1([N:28]=[C:29]=[O:30])[CH:27]=[CH:26][CH:25]=[CH:24][CH:23]=1, predict the reaction product. The product is: [Cl:1][C:2]1[N:7]=[C:6]([Cl:8])[C:5]([CH:9]([N:13]([C:14]2[CH:15]=[CH:16][C:17]([O:20][CH3:21])=[CH:18][CH:19]=2)[C:29]([NH:28][C:22]2[CH:27]=[CH:26][CH:25]=[CH:24][CH:23]=2)=[O:30])[CH:10]([CH3:12])[CH3:11])=[CH:4][N:3]=1. (5) Given the reactants Cl[C:2]1[N:7]=[CH:6][C:5]([CH2:8][N:9]([CH:23]2[CH2:25][CH2:24]2)[CH:10]2[CH2:15][CH2:14][N:13]([C:16]([O:18][C:19]([CH3:22])([CH3:21])[CH3:20])=[O:17])[CH2:12][CH2:11]2)=[CH:4][CH:3]=1.[CH3:26][N:27]([CH3:39])[C:28]([C:30]1[CH:35]=[CH:34][C:33](B(O)O)=[CH:32][CH:31]=1)=[O:29].C([O-])([O-])=O.[K+].[K+].CCO, predict the reaction product. The product is: [CH:23]1([N:9]([CH2:8][C:5]2[CH:6]=[N:7][C:2]([C:33]3[CH:34]=[CH:35][C:30]([C:28]([N:27]([CH3:39])[CH3:26])=[O:29])=[CH:31][CH:32]=3)=[CH:3][CH:4]=2)[CH:10]2[CH2:15][CH2:14][N:13]([C:16]([O:18][C:19]([CH3:22])([CH3:21])[CH3:20])=[O:17])[CH2:12][CH2:11]2)[CH2:25][CH2:24]1. (6) Given the reactants [S:1]1[C:5]2[CH:6]=[C:7]([N:10]3[CH2:14][CH2:13][NH:12][C:11]3=[O:15])[CH:8]=[CH:9][C:4]=2[N:3]=[CH:2]1.Br[C:17]1[CH:18]=[N:19][CH:20]=[CH:21][C:22]=1[CH:23]=[O:24].N[C@@H]1CCCC[C@H]1N.P([O-])([O-])([O-])=O.[K+].[K+].[K+], predict the reaction product. The product is: [S:1]1[C:5]2[CH:6]=[C:7]([N:10]3[CH2:14][CH2:13][N:12]([C:17]4[CH:18]=[N:19][CH:20]=[CH:21][C:22]=4[CH:23]=[O:24])[C:11]3=[O:15])[CH:8]=[CH:9][C:4]=2[N:3]=[CH:2]1. (7) The product is: [CH3:1][O:2][C:3]1[CH:8]=[CH:7][N:6]=[C:5]([C:9]2[N:13]3[CH2:14][C@H:15]([CH3:19])[NH:16][C:17](=[S:29])[C:12]3=[N:11][N:10]=2)[CH:4]=1. Given the reactants [CH3:1][O:2][C:3]1[CH:8]=[CH:7][N:6]=[C:5]([C:9]2[N:13]3[CH2:14][C@H:15]([CH3:19])[NH:16][C:17](=O)[C:12]3=[N:11][N:10]=2)[CH:4]=1.COC1C=CC(P2(SP(C3C=CC(OC)=CC=3)(=S)S2)=[S:29])=CC=1, predict the reaction product. (8) Given the reactants [F:1][C:2]1[CH:7]=[C:6]([F:8])[CH:5]=[CH:4][C:3]=1[CH2:9][C:10]#[N:11].[ClH:12].[CH2:13]([OH:15])[CH3:14], predict the reaction product. The product is: [ClH:12].[F:1][C:2]1[CH:7]=[C:6]([F:8])[CH:5]=[CH:4][C:3]=1[CH2:9][C:10](=[NH:11])[O:15][CH2:13][CH3:14]. (9) The product is: [Cl:1][C:2]1[N:6]2[CH:7]=[C:8]([CH:15]3[CH2:19][CH2:18][CH2:17][O:16]3)[CH:9]=[C:10]([C:11]([F:13])([F:12])[F:14])[C:5]2=[N:4][C:3]=1[C:20]([O:22][CH3:23])=[O:21]. Given the reactants [Cl:1][C:2]1[N:6]2[CH:7]=[C:8]([CH:15]3[CH:19]=[CH:18][CH2:17][O:16]3)[CH:9]=[C:10]([C:11]([F:14])([F:13])[F:12])[C:5]2=[N:4][C:3]=1[C:20]([O:22][CH3:23])=[O:21].C1(SC2C=CC=CC=2)C=CC=CC=1.[H][H], predict the reaction product.